This data is from Full USPTO retrosynthesis dataset with 1.9M reactions from patents (1976-2016). The task is: Predict the reactants needed to synthesize the given product. Given the product [O:23]=[C:22]1[CH2:2][C:1](=[O:3])[C:4]2([CH2:9][CH2:8][N:7]([C:10]([O:12][CH2:13][C:14]3[CH:19]=[CH:18][CH:17]=[CH:16][CH:15]=3)=[O:11])[CH2:6][CH2:5]2)[O:20][CH2:21]1, predict the reactants needed to synthesize it. The reactants are: [C:1]([C:4]1([O:20][CH2:21][C:22](OC)=[O:23])[CH2:9][CH2:8][N:7]([C:10]([O:12][CH2:13][C:14]2[CH:19]=[CH:18][CH:17]=[CH:16][CH:15]=2)=[O:11])[CH2:6][CH2:5]1)(=[O:3])[CH3:2].C(C1(OCC(OCC)=O)CCN(C(OCC2C=CC=CC=2)=O)CC1)(=O)C.CC(C)([O-])C.[K+].C(O)C.